From a dataset of Reaction yield outcomes from USPTO patents with 853,638 reactions. Predict the reaction yield, written as a fraction of the theoretical maximum amount of product (1.0 means a 100% yield; for example, 0.34 means a 34% yield). (1) The reactants are [H-].[Na+].[F:3][C:4]([F:14])([F:13])[CH:5]([C:7]1[CH:12]=[CH:11][CH:10]=[CH:9][CH:8]=1)[OH:6].[Cl:15][C:16]1[CH:21]=[C:20](Cl)[N:19]=[CH:18][N:17]=1. The catalyst is C1COCC1.CCOC(C)=O. The product is [Cl:15][C:16]1[CH:21]=[C:20]([O:6][CH:5]([C:7]2[CH:12]=[CH:11][CH:10]=[CH:9][CH:8]=2)[C:4]([F:13])([F:14])[F:3])[N:19]=[CH:18][N:17]=1. The yield is 0.950. (2) The product is [CH3:10][N:11]1[CH2:16][CH2:15][CH:14]([O:17][C:2]2[CH:9]=[CH:8][CH:7]=[CH:6][C:3]=2[C:4]#[N:5])[CH2:13][CH2:12]1. The catalyst is O1CCOCC1. The yield is 0.310. The reactants are F[C:2]1[CH:9]=[CH:8][CH:7]=[CH:6][C:3]=1[C:4]#[N:5].[CH3:10][N:11]1[CH2:16][CH2:15][CH:14]([OH:17])[CH2:13][CH2:12]1.[H-].[Na+].O.